From a dataset of Catalyst prediction with 721,799 reactions and 888 catalyst types from USPTO. Predict which catalyst facilitates the given reaction. Reactant: [OH:1][CH:2]1[CH2:7][CH2:6][CH2:5][N:4]([C:8]2[N:9]=[C:10]3[CH:27]=[C:26](/[CH:28]=[CH:29]/[C:30]4[S:31][CH:32]=[C:33]([CH:35]([CH3:37])[CH3:36])[N:34]=4)[CH:25]=[CH:24][N:11]3[C:12](=[O:23])[C:13]=2/[CH:14]=[CH:15]/[C:16]([O:18]C(C)(C)C)=[O:17])[CH2:3]1.Cl. Product: [OH:1][CH:2]1[CH2:7][CH2:6][CH2:5][N:4]([C:8]2[N:9]=[C:10]3[CH:27]=[C:26](/[CH:28]=[CH:29]/[C:30]4[S:31][CH:32]=[C:33]([CH:35]([CH3:37])[CH3:36])[N:34]=4)[CH:25]=[CH:24][N:11]3[C:12](=[O:23])[C:13]=2/[CH:14]=[CH:15]/[C:16]([OH:18])=[O:17])[CH2:3]1. The catalyst class is: 12.